From a dataset of Catalyst prediction with 721,799 reactions and 888 catalyst types from USPTO. Predict which catalyst facilitates the given reaction. Product: [C:11]([NH:15][S:7]([C:5]1[S:6][C:2]([Cl:1])=[CH:3][CH:4]=1)(=[O:9])=[O:8])([CH3:14])([CH3:13])[CH3:12]. Reactant: [Cl:1][C:2]1[S:6][C:5]([S:7](Cl)(=[O:9])=[O:8])=[CH:4][CH:3]=1.[C:11]([NH2:15])([CH3:14])([CH3:13])[CH3:12]. The catalyst class is: 165.